Dataset: Full USPTO retrosynthesis dataset with 1.9M reactions from patents (1976-2016). Task: Predict the reactants needed to synthesize the given product. Given the product [Cl:20][C:17]1[CH:18]=[CH:19][C:14]([NH:13][C:4]2[N:3]=[C:2]([N:23]3[C:22]([CH3:21])=[CH:26][C:25]([CH3:27])=[N:24]3)[N:10]=[C:9]3[C:5]=2[N:6]=[CH:7][N:8]3[CH2:11][CH3:12])=[CH:15][CH:16]=1, predict the reactants needed to synthesize it. The reactants are: Cl[C:2]1[N:10]=[C:9]2[C:5]([N:6]=[CH:7][N:8]2[CH2:11][CH3:12])=[C:4]([NH:13][C:14]2[CH:19]=[CH:18][C:17]([Cl:20])=[CH:16][CH:15]=2)[N:3]=1.[CH3:21][C:22]1[CH:26]=[C:25]([CH3:27])[NH:24][N:23]=1.